This data is from Forward reaction prediction with 1.9M reactions from USPTO patents (1976-2016). The task is: Predict the product of the given reaction. (1) Given the reactants [NH:1]1[C:9]2[C:4](=[CH:5][C:6]([C:10]3[C:19]([N:20]4[CH2:24][CH2:23][CH2:22][C@@H:21]4[CH3:25])=[N:18][C:17]4[C:12](=[CH:13][C:14]([O:30]C)=[C:15]([C:26]([O:28][CH3:29])=[O:27])[CH:16]=4)[N:11]=3)=[CH:7][CH:8]=2)[CH:3]=[N:2]1.B(Br)(Br)Br, predict the reaction product. The product is: [OH:30][C:14]1[CH:13]=[C:12]2[C:17]([N:18]=[C:19]([N:20]3[CH2:24][CH2:23][CH2:22][C@@H:21]3[CH3:25])[C:10]([C:6]3[CH:5]=[C:4]4[C:9](=[CH:8][CH:7]=3)[NH:1][N:2]=[CH:3]4)=[N:11]2)=[CH:16][C:15]=1[C:26]([O:28][CH3:29])=[O:27]. (2) Given the reactants [CH3:1][C:2]1[N:6]([C:7]2[CH:12]=[CH:11][CH:10]=[C:9]([C:13]([F:16])([F:15])[F:14])[CH:8]=2)[C:5](=[O:17])[NH:4][C:3]=1[C:18]1[N:19]([C:23]2[CH:30]=[CH:29][C:26]([C:27]#[N:28])=[CH:25][CH:24]=2)[CH:20]=[CH:21][N:22]=1.CCN(C(C)C)C(C)C.[CH:40]1([N:45]=[C:46]=[O:47])[CH2:44][CH2:43][CH2:42][CH2:41]1, predict the reaction product. The product is: [CH:40]1([NH:45][C:46]([N:4]2[C:3]([C:18]3[N:19]([C:23]4[CH:24]=[CH:25][C:26]([C:27]#[N:28])=[CH:29][CH:30]=4)[CH:20]=[CH:21][N:22]=3)=[C:2]([CH3:1])[N:6]([C:7]3[CH:12]=[CH:11][CH:10]=[C:9]([C:13]([F:16])([F:15])[F:14])[CH:8]=3)[C:5]2=[O:17])=[O:47])[CH2:44][CH2:43][CH2:42][CH2:41]1.